This data is from M1 muscarinic receptor antagonist screen with 61,756 compounds. The task is: Binary Classification. Given a drug SMILES string, predict its activity (active/inactive) in a high-throughput screening assay against a specified biological target. (1) The drug is s1c2nc(SCC(=O)Nc3sccc3C(=O)N)n(c(=O)c2c(c1C)C)CC=C. The result is 0 (inactive). (2) The drug is S(c1n(CC)c(=O)c2c(n1)cccc2)CC(=O)NCc1ccccc1. The result is 0 (inactive). (3) The result is 0 (inactive). The drug is S(CC(=O)Nc1c(N2CCOCC2)ccc(c1)C(F)(F)F)Cc1occc1. (4) The drug is S(=O)(=O)(N(CC(=O)N1CCN(CC1)Cc1cc2OCOc2cc1)c1ccccc1)c1ccccc1. The result is 1 (active). (5) The molecule is O(c1c(OC)cc(cc1OC)C(=O)Nc1nccc(c1)C)C. The result is 0 (inactive). (6) The result is 0 (inactive). The molecule is O=C(NCc1cc2OCOc2cc1)CN1CCC(CC1)c1[nH]c2c(n1)cccc2. (7) The compound is S(=O)(=O)(CCC(=O)Nc1ccc(cc1)C(=O)NCc1sccc1)c1sccc1. The result is 0 (inactive). (8) The drug is S(c1cc(NC2C(OC)CCCC2)ccc1)C. The result is 0 (inactive). (9) The compound is S(c1nn2c(nnc2cc1)c1ccccc1)CC(=O)CC(OCC)=O. The result is 0 (inactive). (10) The drug is O(c1c(n2c3nc(nc(c3[nH]c2=O)C(=O)N)c2cccnc2)cccc1)C. The result is 0 (inactive).